This data is from NCI-60 drug combinations with 297,098 pairs across 59 cell lines. The task is: Regression. Given two drug SMILES strings and cell line genomic features, predict the synergy score measuring deviation from expected non-interaction effect. (1) Drug 1: CC12CCC3C(C1CCC2=O)CC(=C)C4=CC(=O)C=CC34C. Drug 2: CN(C(=O)NC(C=O)C(C(C(CO)O)O)O)N=O. Cell line: SR. Synergy scores: CSS=57.7, Synergy_ZIP=0.229, Synergy_Bliss=2.24, Synergy_Loewe=-3.43, Synergy_HSA=3.21. (2) Drug 1: CCC1=CC2CC(C3=C(CN(C2)C1)C4=CC=CC=C4N3)(C5=C(C=C6C(=C5)C78CCN9C7C(C=CC9)(C(C(C8N6C)(C(=O)OC)O)OC(=O)C)CC)OC)C(=O)OC.C(C(C(=O)O)O)(C(=O)O)O. Drug 2: CCC1(C2=C(COC1=O)C(=O)N3CC4=CC5=C(C=CC(=C5CN(C)C)O)N=C4C3=C2)O.Cl. Cell line: 786-0. Synergy scores: CSS=18.9, Synergy_ZIP=-3.58, Synergy_Bliss=-4.91, Synergy_Loewe=-7.19, Synergy_HSA=-0.694. (3) Cell line: SF-268. Synergy scores: CSS=37.9, Synergy_ZIP=-0.444, Synergy_Bliss=-2.29, Synergy_Loewe=-1.57, Synergy_HSA=-2.30. Drug 2: C1CC(=O)NC(=O)C1N2C(=O)C3=CC=CC=C3C2=O. Drug 1: CC12CCC3C(C1CCC2=O)CC(=C)C4=CC(=O)C=CC34C. (4) Drug 1: C1CC(=O)NC(=O)C1N2C(=O)C3=CC=CC=C3C2=O. Drug 2: CC12CCC3C(C1CCC2OP(=O)(O)O)CCC4=C3C=CC(=C4)OC(=O)N(CCCl)CCCl.[Na+]. Cell line: HOP-92. Synergy scores: CSS=6.15, Synergy_ZIP=-3.89, Synergy_Bliss=-0.797, Synergy_Loewe=-2.30, Synergy_HSA=-1.87. (5) Drug 1: CC1C(C(CC(O1)OC2CC(CC3=C2C(=C4C(=C3O)C(=O)C5=C(C4=O)C(=CC=C5)OC)O)(C(=O)CO)O)N)O.Cl. Drug 2: C1=CC(=CC=C1CCCC(=O)O)N(CCCl)CCCl. Cell line: IGROV1. Synergy scores: CSS=3.84, Synergy_ZIP=-1.30, Synergy_Bliss=-0.0661, Synergy_Loewe=-1.09, Synergy_HSA=-0.778. (6) Drug 1: CN1CCC(CC1)COC2=C(C=C3C(=C2)N=CN=C3NC4=C(C=C(C=C4)Br)F)OC. Drug 2: CC(C)NC(=O)C1=CC=C(C=C1)CNNC.Cl. Cell line: PC-3. Synergy scores: CSS=1.55, Synergy_ZIP=-1.07, Synergy_Bliss=0.557, Synergy_Loewe=-12.0, Synergy_HSA=-2.51.